Predict the reactants needed to synthesize the given product. From a dataset of Full USPTO retrosynthesis dataset with 1.9M reactions from patents (1976-2016). (1) Given the product [C:1]([O:5][C:6](=[O:26])[N:7]([CH2:16][CH2:17][C:18]1[C:23]([Cl:24])=[CH:22][CH:21]=[CH:20][C:19]=1[Cl:25])[CH2:8][C:9]1[CH:14]=[CH:13][CH:12]=[C:11]([CH2:34][CH2:33][CH:32]=[O:35])[CH:10]=1)([CH3:4])([CH3:3])[CH3:2], predict the reactants needed to synthesize it. The reactants are: [C:1]([O:5][C:6](=[O:26])[N:7]([CH2:16][CH2:17][C:18]1[C:23]([Cl:24])=[CH:22][CH:21]=[CH:20][C:19]=1[Cl:25])[CH2:8][C:9]1[CH:14]=[CH:13][CH:12]=[C:11](I)[CH:10]=1)([CH3:4])([CH3:3])[CH3:2].C(=O)(O)[O-].[Na+].[CH2:32]([OH:35])[CH:33]=[CH2:34]. (2) Given the product [CH2:1]([N:3]1[C:12]2[C:7](=[CH:8][C:9]([F:33])=[C:10]([O:23][CH2:24][C:25]3[CH:26]=[CH:27][C:28]([O:31][CH3:32])=[CH:29][CH:30]=3)[C:11]=2[O:13][CH2:14][C:15]2[CH:16]=[CH:17][C:18]([O:21][CH3:22])=[CH:19][CH:20]=2)[C:6](=[O:34])[C:5]([CH:35]=[O:36])=[CH:4]1)[CH3:2], predict the reactants needed to synthesize it. The reactants are: [CH2:1]([N:3]1[C:12]2[C:7](=[CH:8][C:9]([F:33])=[C:10]([O:23][CH2:24][C:25]3[CH:30]=[CH:29][C:28]([O:31][CH3:32])=[CH:27][CH:26]=3)[C:11]=2[O:13][CH2:14][C:15]2[CH:20]=[CH:19][C:18]([O:21][CH3:22])=[CH:17][CH:16]=2)[C:6](=[O:34])[C:5]([CH2:35][OH:36])=[CH:4]1)[CH3:2].